Dataset: Forward reaction prediction with 1.9M reactions from USPTO patents (1976-2016). Task: Predict the product of the given reaction. (1) The product is: [O:16]=[C:10]([O:6][CH2:5][CH:4]([CH2:7][C:8]#[CH:9])[CH2:1][C:2]#[CH:3])[CH2:11][CH2:12][C:13]([OH:15])=[O:14]. Given the reactants [CH2:1]([CH:4]([CH2:7][C:8]#[CH:9])[CH2:5][OH:6])[C:2]#[CH:3].[C:10]1(=[O:16])[O:15][C:13](=[O:14])[CH2:12][CH2:11]1.N1C=CC=CC=1, predict the reaction product. (2) Given the reactants BrC([CH2:4][CH2:5][CH2:6][CH2:7][CH2:8][CH2:9][CH2:10][CH3:11])C.[CH3:12][CH:13]([CH2:17][CH2:18][CH2:19]CCCCCCCCCC(C)CCC)[C:14]([OH:16])=[O:15].[CH2:34]=O.[CH2:36](Br)[CH3:37], predict the reaction product. The product is: [CH2:12]([CH:13]([CH2:17][CH2:18][CH2:19][CH:36]([CH3:37])[CH2:11][CH2:10][CH2:9][CH2:8][CH2:7][CH2:6][CH2:5][CH3:4])[C:14]([OH:16])=[O:15])[CH3:34].